This data is from Full USPTO retrosynthesis dataset with 1.9M reactions from patents (1976-2016). The task is: Predict the reactants needed to synthesize the given product. (1) Given the product [CH2:10]([O:9][C:1](=[O:8])[CH:2]([CH2:21][CH2:22][C:23]1[CH:28]=[CH:27][CH:26]=[CH:25][C:24]=1[CH3:29])[C:3]([O:5][CH2:6][CH3:7])=[O:4])[CH3:11], predict the reactants needed to synthesize it. The reactants are: [C:1]([O:9][CH2:10][CH3:11])(=[O:8])[CH2:2][C:3]([O:5][CH2:6][CH3:7])=[O:4].[O-]CC.[Na+].CS(O[CH2:21][CH2:22][C:23]1[CH:28]=[CH:27][CH:26]=[CH:25][C:24]=1[CH3:29])(=O)=O. (2) Given the product [NH2:9][C@@H:10]([CH2:11][C:12]1[CH:13]=[CH:14][C:15]([OH:18])=[C:16]([CH2:7][C:4]2[S:3][C:2]([NH2:1])=[N:6][CH:5]=2)[CH:17]=1)[C:19]([OH:21])=[O:20], predict the reactants needed to synthesize it. The reactants are: [NH2:1][C:2]1[S:3][C:4]([CH2:7]O)=[CH:5][N:6]=1.[NH2:9][C@H:10]([C:19]([OH:21])=[O:20])[CH2:11][C:12]1[CH:17]=[CH:16][C:15]([OH:18])=[CH:14][CH:13]=1.FC(F)(F)S(O)(=O)=O. (3) Given the product [CH3:14][C:12]1[O:13][C:9]2[C:10](=[C:5]([C:3]([OH:4])=[O:2])[CH:6]=[CH:7][CH:8]=2)[CH:11]=1, predict the reactants needed to synthesize it. The reactants are: C[O:2][C:3]([C:5]1[CH:6]=[CH:7][CH:8]=[C:9]2[O:13][C:12]([CH3:14])=[CH:11][C:10]=12)=[O:4].[OH-].[Na+]. (4) Given the product [Cl:16][C:13]1[CH:14]=[CH:15][C:10]([NH:9][C:7](=[O:8])[C:6]2[CH:17]=[C:2]([F:1])[CH:3]=[CH:4][C:5]=2[NH:18][C:31](=[O:32])[C:30]2[CH:34]=[CH:35][C:36]([F:38])=[CH:37][C:29]=2[O:28][C:25](=[O:27])[CH3:26])=[N:11][CH:12]=1, predict the reactants needed to synthesize it. The reactants are: [F:1][C:2]1[CH:3]=[CH:4][C:5]([NH2:18])=[C:6]([CH:17]=1)[C:7]([NH:9][C:10]1[CH:15]=[CH:14][C:13]([Cl:16])=[CH:12][N:11]=1)=[O:8].N1C=CC=CC=1.[C:25]([O:28][C:29]1[CH:37]=[C:36]([F:38])[CH:35]=[CH:34][C:30]=1[C:31](Cl)=[O:32])(=[O:27])[CH3:26]. (5) Given the product [F:31][C:30]1[C:25]([O:20][C@@H:18]2[CH2:17][CH2:16][C@@H:15]([CH3:21])[N:14]([C:12]([C:7]3[CH:8]=[CH:9][CH:10]=[CH:11][C:6]=3[N:2]3[N:3]=[CH:4][CH:5]=[N:1]3)=[O:13])[CH2:19]2)=[N:26][CH:27]=[CH:28][C:29]=1[C:32]([OH:35])([CH3:33])[CH3:34], predict the reactants needed to synthesize it. The reactants are: [N:1]1[N:2]([C:6]2[CH:11]=[CH:10][CH:9]=[CH:8][C:7]=2[C:12]([N:14]2[CH2:19][C@H:18]([OH:20])[CH2:17][CH2:16][C@H:15]2[CH3:21])=[O:13])[N:3]=[CH:4][CH:5]=1.[H-].[Na+].F[C:25]1[C:30]([F:31])=[C:29]([C:32]([OH:35])([CH3:34])[CH3:33])[CH:28]=[CH:27][N:26]=1. (6) Given the product [CH3:5][O:6][C:7]1[CH:8]=[C:9]([CH:15]=[CH:16][C:17]2[O:21][N:20]=[C:19]([CH2:22][CH:23]3[CH2:28][CH2:27][N:26]([CH:1]([CH3:3])[CH3:2])[CH2:25][CH2:24]3)[N:18]=2)[CH:10]=[CH:11][C:12]=1[O:13][CH3:14], predict the reactants needed to synthesize it. The reactants are: [CH:1](Br)([CH3:3])[CH3:2].[CH3:5][O:6][C:7]1[CH:8]=[C:9]([CH:15]=[CH:16][C:17]2[O:21][N:20]=[C:19]([CH2:22][CH:23]3[CH2:28][CH2:27][NH:26][CH2:25][CH2:24]3)[N:18]=2)[CH:10]=[CH:11][C:12]=1[O:13][CH3:14].C(=O)([O-])[O-].[K+].[K+]. (7) Given the product [C:31]([O:30][C:28](=[O:29])[CH2:27][C@H:26]([NH:35][C:36]([O:38][C:39]([CH3:40])([CH3:42])[CH3:41])=[O:37])[CH2:25][C:23]1[CH:24]=[C:19]([N+:18]([O-:3])([CH2:44][CH2:45][Cl:46])[CH2:17][CH2:16][Cl:15])[CH:20]=[CH:21][C:22]=1[CH3:43])([CH3:34])([CH3:33])[CH3:32], predict the reactants needed to synthesize it. The reactants are: C(OO)(=[O:3])C.OO.C(OC(=O)C)(=O)C.[Cl:15][CH2:16][CH2:17][N:18]([CH2:44][CH2:45][Cl:46])[C:19]1[CH:20]=[CH:21][C:22]([CH3:43])=[C:23]([CH2:25][C@@H:26]([NH:35][C:36]([O:38][C:39]([CH3:42])([CH3:41])[CH3:40])=[O:37])[CH2:27][C:28]([O:30][C:31]([CH3:34])([CH3:33])[CH3:32])=[O:29])[CH:24]=1. (8) Given the product [CH3:16][CH2:17][CH2:18][NH:11][C@@H:9]1[CH2:10][C:4]2[S:3][C:2]([NH2:1])=[N:6][C:5]=2[CH2:7][CH2:8]1.[CH3:23][C:22]1[CH:24]=[CH:25][C:19]([S:12]([OH:15])(=[O:14])=[O:13])=[CH:20][CH:21]=1, predict the reactants needed to synthesize it. The reactants are: [NH2:1][C:2]1[S:3][C:4]2[CH2:10][CH:9]([NH2:11])[CH2:8][CH2:7][C:5]=2[N:6]=1.[S:12]([C:19]1[CH:25]=[CH:24][C:22]([CH3:23])=[CH:21][CH:20]=1)([O:15][CH2:16][CH2:17][CH3:18])(=[O:14])=[O:13]. (9) The reactants are: [CH3:1][S:2]([N:5]1[CH2:10][CH:9]=[C:8]([C:11]2[CH:12]=[C:13]3[CH:19]=[C:18]([CH:20]4[CH2:25][CH2:24][NH:23][CH2:22][CH2:21]4)[O:17][C:14]3=[CH:15][N:16]=2)[CH2:7][CH2:6]1)(=[O:4])=[O:3].[C:26](=O)([O:32]C1C=CC([N+]([O-])=O)=CC=1)[O:27][C:28]1([CH3:31])[CH2:30][CH2:29]1. Given the product [CH3:31][C:28]1([O:27][C:26]([N:23]2[CH2:24][CH2:25][CH:20]([C:18]3[O:17][C:14]4=[CH:15][N:16]=[C:11]([C:8]5[CH2:9][CH2:10][N:5]([S:2]([CH3:1])(=[O:3])=[O:4])[CH2:6][CH:7]=5)[CH:12]=[C:13]4[CH:19]=3)[CH2:21][CH2:22]2)=[O:32])[CH2:30][CH2:29]1, predict the reactants needed to synthesize it. (10) Given the product [NH2:31][C:28]1[CH:27]=[CH:26][C:25]([C:4]2[CH:5]=[CH:6][C:7]([C:8](=[O:24])[CH2:9][CH:10]([CH2:16][CH2:17][C:18]3[CH:19]=[CH:20][CH:21]=[CH:22][CH:23]=3)[C:11]([O:13][CH2:14][CH3:15])=[O:12])=[C:2]([CH3:1])[CH:3]=2)=[CH:30][CH:29]=1, predict the reactants needed to synthesize it. The reactants are: [CH3:1][C:2]1[CH:3]=[C:4]([C:25]2[CH:30]=[CH:29][C:28]([N+:31]([O-])=O)=[CH:27][CH:26]=2)[CH:5]=[CH:6][C:7]=1[C:8](=[O:24])[CH2:9][CH:10]([CH2:16][CH2:17][C:18]1[CH:23]=[CH:22][CH:21]=[CH:20][CH:19]=1)[C:11]([O:13][CH2:14][CH3:15])=[O:12].Cl.